From a dataset of Full USPTO retrosynthesis dataset with 1.9M reactions from patents (1976-2016). Predict the reactants needed to synthesize the given product. (1) The reactants are: Cl[C:2]1[CH:3]=[CH:4][C:5]([I:9])=[C:6]([OH:8])[CH:7]=1.Br[CH2:11][C:12]([O:14][CH3:15])=[O:13].C(=O)([O-])[O-].[K+].[K+].[ClH:22]. Given the product [Cl:22][C:3]1[CH:2]=[CH:7][C:6]([O:8][CH2:11][C:12]([O:14][CH3:15])=[O:13])=[C:5]([I:9])[CH:4]=1, predict the reactants needed to synthesize it. (2) Given the product [F:1][C:2]([F:32])([F:33])[C:3]1[CH:4]=[C:5]([CH2:9][CH2:10][O:11][C:12]([NH:14][CH2:15][C:16]2[CH:17]=[C:18]([CH:29]=[CH:30][CH:31]=2)[O:19][C:20]2([C:24]([OH:26])=[O:25])[CH2:21][CH2:22][CH2:23]2)=[O:13])[CH:6]=[CH:7][CH:8]=1, predict the reactants needed to synthesize it. The reactants are: [F:1][C:2]([F:33])([F:32])[C:3]1[CH:4]=[C:5]([CH2:9][CH2:10][O:11][C:12]([NH:14][CH2:15][C:16]2[CH:17]=[C:18]([CH:29]=[CH:30][CH:31]=2)[O:19][C:20]2([C:24]([O:26]CC)=[O:25])[CH2:23][CH2:22][CH2:21]2)=[O:13])[CH:6]=[CH:7][CH:8]=1.[OH-].[Li+].O.